This data is from Forward reaction prediction with 1.9M reactions from USPTO patents (1976-2016). The task is: Predict the product of the given reaction. (1) Given the reactants [C:1]([O:5][C:6]([N:8]1[C@@H:12]([CH2:13][CH2:14][C:15]2[CH:20]=[CH:19][C:18]([NH2:21])=[CH:17][CH:16]=2)[CH2:11][O:10][C:9]1([CH3:23])[CH3:22])=[O:7])([CH3:4])([CH3:3])[CH3:2].C(N(CC)C(C)C)(C)C.[Cl:33][C:34]1[CH:35]=[C:36]([N:41]=[C:42]=[O:43])[CH:37]=[CH:38][C:39]=1[Cl:40], predict the reaction product. The product is: [C:1]([O:5][C:6]([N:8]1[C@@H:12]([CH2:13][CH2:14][C:15]2[CH:16]=[CH:17][C:18]([NH:21][C:42]([NH:41][C:36]3[CH:37]=[CH:38][C:39]([Cl:40])=[C:34]([Cl:33])[CH:35]=3)=[O:43])=[CH:19][CH:20]=2)[CH2:11][O:10][C:9]1([CH3:23])[CH3:22])=[O:7])([CH3:4])([CH3:2])[CH3:3]. (2) Given the reactants C[O:2][C:3](=O)[C:4]1[CH:9]=[CH:8][C:7]([O:10][CH2:11][C:12]2[C:13]([C:18]3[CH:23]=[CH:22][C:21]([Cl:24])=[CH:20][CH:19]=3)=[N:14][O:15][C:16]=2[CH3:17])=[N:6][CH:5]=1.[CH:26]1([CH2:29][NH2:30])[CH2:28][CH2:27]1, predict the reaction product. The product is: [Cl:24][C:21]1[CH:20]=[CH:19][C:18]([C:13]2[C:12]([CH2:11][O:10][C:7]3[CH:8]=[CH:9][C:4]([C:3]([NH:30][CH2:29][CH:26]4[CH2:28][CH2:27]4)=[O:2])=[CH:5][N:6]=3)=[C:16]([CH3:17])[O:15][N:14]=2)=[CH:23][CH:22]=1.